From a dataset of Peptide-MHC class II binding affinity with 134,281 pairs from IEDB. Regression. Given a peptide amino acid sequence and an MHC pseudo amino acid sequence, predict their binding affinity value. This is MHC class II binding data. (1) The peptide sequence is VTDLFAAQPGLTSAV. The MHC is DRB3_0101 with pseudo-sequence DRB3_0101. The binding affinity (normalized) is 0.0472. (2) The peptide sequence is FRKYTAFTIPSINNE. The MHC is DRB1_0701 with pseudo-sequence DRB1_0701. The binding affinity (normalized) is 0.686.